From a dataset of NCI-60 drug combinations with 297,098 pairs across 59 cell lines. Regression. Given two drug SMILES strings and cell line genomic features, predict the synergy score measuring deviation from expected non-interaction effect. (1) Drug 1: CN(CCCl)CCCl.Cl. Drug 2: CC1=C(C(=O)C2=C(C1=O)N3CC4C(C3(C2COC(=O)N)OC)N4)N. Cell line: DU-145. Synergy scores: CSS=52.2, Synergy_ZIP=-4.59, Synergy_Bliss=-1.82, Synergy_Loewe=-13.3, Synergy_HSA=2.84. (2) Drug 1: C1CC(=O)NC(=O)C1N2CC3=C(C2=O)C=CC=C3N. Drug 2: CC1=C2C(C(=O)C3(C(CC4C(C3C(C(C2(C)C)(CC1OC(=O)C(C(C5=CC=CC=C5)NC(=O)OC(C)(C)C)O)O)OC(=O)C6=CC=CC=C6)(CO4)OC(=O)C)O)C)O. Cell line: NCI-H460. Synergy scores: CSS=12.3, Synergy_ZIP=-12.1, Synergy_Bliss=-12.2, Synergy_Loewe=-40.7, Synergy_HSA=-11.2. (3) Drug 1: CC1=C(C=C(C=C1)C(=O)NC2=CC(=CC(=C2)C(F)(F)F)N3C=C(N=C3)C)NC4=NC=CC(=N4)C5=CN=CC=C5. Drug 2: C1C(C(OC1N2C=NC3=C2NC=NCC3O)CO)O. Cell line: HL-60(TB). Synergy scores: CSS=-11.6, Synergy_ZIP=2.08, Synergy_Bliss=-6.58, Synergy_Loewe=-10.3, Synergy_HSA=-11.7. (4) Synergy scores: CSS=0.0820, Synergy_ZIP=1.41, Synergy_Bliss=0.869, Synergy_Loewe=-11.6, Synergy_HSA=-5.81. Drug 1: C1=CN(C=N1)CC(O)(P(=O)(O)O)P(=O)(O)O. Cell line: OVCAR-4. Drug 2: CC1=C(C(=O)C2=C(C1=O)N3CC4C(C3(C2COC(=O)N)OC)N4)N. (5) Drug 1: CS(=O)(=O)CCNCC1=CC=C(O1)C2=CC3=C(C=C2)N=CN=C3NC4=CC(=C(C=C4)OCC5=CC(=CC=C5)F)Cl. Drug 2: C(CCl)NC(=O)N(CCCl)N=O. Cell line: NCI-H460. Synergy scores: CSS=-0.148, Synergy_ZIP=-0.224, Synergy_Bliss=0.619, Synergy_Loewe=-2.91, Synergy_HSA=-1.14. (6) Drug 1: C1=C(C(=O)NC(=O)N1)F. Drug 2: C1CC(C1)(C(=O)O)C(=O)O.[NH2-].[NH2-].[Pt+2]. Cell line: HCC-2998. Synergy scores: CSS=18.8, Synergy_ZIP=-10.9, Synergy_Bliss=-19.6, Synergy_Loewe=-19.1, Synergy_HSA=-17.5.